Dataset: NCI-60 drug combinations with 297,098 pairs across 59 cell lines. Task: Regression. Given two drug SMILES strings and cell line genomic features, predict the synergy score measuring deviation from expected non-interaction effect. (1) Drug 1: COC1=CC(=CC(=C1O)OC)C2C3C(COC3=O)C(C4=CC5=C(C=C24)OCO5)OC6C(C(C7C(O6)COC(O7)C8=CC=CS8)O)O. Drug 2: CC1C(C(=O)NC(C(=O)N2CCCC2C(=O)N(CC(=O)N(C(C(=O)O1)C(C)C)C)C)C(C)C)NC(=O)C3=C4C(=C(C=C3)C)OC5=C(C(=O)C(=C(C5=N4)C(=O)NC6C(OC(=O)C(N(C(=O)CN(C(=O)C7CCCN7C(=O)C(NC6=O)C(C)C)C)C)C(C)C)C)N)C. Cell line: HT29. Synergy scores: CSS=33.3, Synergy_ZIP=-0.719, Synergy_Bliss=2.86, Synergy_Loewe=3.36, Synergy_HSA=3.06. (2) Drug 1: CCCCCOC(=O)NC1=NC(=O)N(C=C1F)C2C(C(C(O2)C)O)O. Drug 2: CN(C(=O)NC(C=O)C(C(C(CO)O)O)O)N=O. Cell line: T-47D. Synergy scores: CSS=-8.31, Synergy_ZIP=2.81, Synergy_Bliss=0.139, Synergy_Loewe=-5.38, Synergy_HSA=-4.86. (3) Drug 1: CC1C(C(CC(O1)OC2CC(CC3=C2C(=C4C(=C3O)C(=O)C5=C(C4=O)C(=CC=C5)OC)O)(C(=O)CO)O)N)O.Cl. Drug 2: C1=CC=C(C(=C1)C(C2=CC=C(C=C2)Cl)C(Cl)Cl)Cl. Cell line: COLO 205. Synergy scores: CSS=29.9, Synergy_ZIP=8.30, Synergy_Bliss=13.1, Synergy_Loewe=-30.5, Synergy_HSA=-0.844. (4) Drug 1: CC1=C(C(CCC1)(C)C)C=CC(=CC=CC(=CC(=O)O)C)C. Drug 2: CC1=C2C(C(=O)C3(C(CC4C(C3C(C(C2(C)C)(CC1OC(=O)C(C(C5=CC=CC=C5)NC(=O)OC(C)(C)C)O)O)OC(=O)C6=CC=CC=C6)(CO4)OC(=O)C)O)C)O. Cell line: SN12C. Synergy scores: CSS=11.5, Synergy_ZIP=8.94, Synergy_Bliss=14.1, Synergy_Loewe=13.1, Synergy_HSA=12.0. (5) Cell line: MDA-MB-231. Drug 1: CC(C)NC(=O)C1=CC=C(C=C1)CNNC.Cl. Synergy scores: CSS=39.3, Synergy_ZIP=-5.06, Synergy_Bliss=-4.56, Synergy_Loewe=-4.90, Synergy_HSA=-2.09. Drug 2: CC1C(C(CC(O1)OC2CC(CC3=C2C(=C4C(=C3O)C(=O)C5=CC=CC=C5C4=O)O)(C(=O)C)O)N)O. (6) Cell line: M14. Synergy scores: CSS=-3.50, Synergy_ZIP=0.872, Synergy_Bliss=-0.477, Synergy_Loewe=-3.39, Synergy_HSA=-2.71. Drug 1: C1CCN(CC1)CCOC2=CC=C(C=C2)C(=O)C3=C(SC4=C3C=CC(=C4)O)C5=CC=C(C=C5)O. Drug 2: CC12CCC3C(C1CCC2OP(=O)(O)O)CCC4=C3C=CC(=C4)OC(=O)N(CCCl)CCCl.[Na+]. (7) Drug 1: CCCS(=O)(=O)NC1=C(C(=C(C=C1)F)C(=O)C2=CNC3=C2C=C(C=N3)C4=CC=C(C=C4)Cl)F. Drug 2: C(CC(=O)O)C(=O)CN.Cl. Cell line: DU-145. Synergy scores: CSS=-0.845, Synergy_ZIP=-3.69, Synergy_Bliss=-9.10, Synergy_Loewe=-12.3, Synergy_HSA=-12.0. (8) Drug 1: CC1=C(C=C(C=C1)NC(=O)C2=CC=C(C=C2)CN3CCN(CC3)C)NC4=NC=CC(=N4)C5=CN=CC=C5. Drug 2: CC=C1C(=O)NC(C(=O)OC2CC(=O)NC(C(=O)NC(CSSCCC=C2)C(=O)N1)C(C)C)C(C)C. Cell line: HS 578T. Synergy scores: CSS=38.9, Synergy_ZIP=2.07, Synergy_Bliss=2.94, Synergy_Loewe=-60.9, Synergy_HSA=0.324. (9) Drug 1: COC1=NC(=NC2=C1N=CN2C3C(C(C(O3)CO)O)O)N. Drug 2: CC1C(C(CC(O1)OC2CC(CC3=C2C(=C4C(=C3O)C(=O)C5=C(C4=O)C(=CC=C5)OC)O)(C(=O)CO)O)N)O.Cl. Cell line: OVCAR-4. Synergy scores: CSS=19.6, Synergy_ZIP=-0.435, Synergy_Bliss=-0.935, Synergy_Loewe=-12.1, Synergy_HSA=0.458. (10) Drug 1: CC1=C2C(C(=O)C3(C(CC4C(C3C(C(C2(C)C)(CC1OC(=O)C(C(C5=CC=CC=C5)NC(=O)OC(C)(C)C)O)O)OC(=O)C6=CC=CC=C6)(CO4)OC(=O)C)O)C)O. Drug 2: CN(CC1=CN=C2C(=N1)C(=NC(=N2)N)N)C3=CC=C(C=C3)C(=O)NC(CCC(=O)O)C(=O)O. Cell line: SN12C. Synergy scores: CSS=9.80, Synergy_ZIP=-4.64, Synergy_Bliss=-2.24, Synergy_Loewe=0.520, Synergy_HSA=0.726.